Dataset: Catalyst prediction with 721,799 reactions and 888 catalyst types from USPTO. Task: Predict which catalyst facilitates the given reaction. (1) Reactant: [C:1]([O:5][CH2:6][CH3:7])(=[O:4])[CH:2]=[O:3].[H-].[Na+].[CH3:10][O:11][C:12](=[O:23])[C:13]1[CH:18]=[C:17]([N+:19]([O-:21])=[O:20])[C:16](Cl)=[N:15][CH:14]=1. Product: [CH3:10][O:11][C:12](=[O:23])[C:13]1[CH:18]=[C:17]([N+:19]([O-:21])=[O:20])[C:16]([O:3][CH2:2][C:1]([O:5][CH2:6][CH3:7])=[O:4])=[N:15][CH:14]=1. The catalyst class is: 12. (2) Product: [O:3]=[C:4]1[NH:18][C:8]2[CH:9]=[C:10]([C:11]([O:13][CH2:14][CH3:15])=[O:12])[CH:16]=[CH:17][C:7]=2[S:6][CH2:5]1. Reactant: C([O:3][C:4](=O)[CH2:5][S:6][C:7]1[CH:17]=[CH:16][C:10]([C:11]([O:13][CH2:14][CH3:15])=[O:12])=[CH:9][C:8]=1[N+:18]([O-])=O)C.C(N(CC)CC)C. The catalyst class is: 178. (3) Reactant: [CH3:1][N:2]1[CH:6]=[C:5]([C:7]2[C:8]3[N:9]([N:13]=[C:14]([NH:16][C:17]4[CH:22]=[CH:21][C:20]([C:23]5([C:26]#[N:27])[CH2:25][CH2:24]5)=[CH:19][CH:18]=4)[N:15]=3)[CH:10]=[CH:11][N:12]=2)[CH:4]=[N:3]1.C(=O)([O-])[O-:29].[K+].[K+].CS(C)=O. Product: [CH3:1][N:2]1[CH:6]=[C:5]([C:7]2[C:8]3[N:9]([N:13]=[C:14]([NH:16][C:17]4[CH:22]=[CH:21][C:20]([C:23]5([C:26]([NH2:27])=[O:29])[CH2:25][CH2:24]5)=[CH:19][CH:18]=4)[N:15]=3)[CH:10]=[CH:11][N:12]=2)[CH:4]=[N:3]1. The catalyst class is: 5.